From a dataset of Full USPTO retrosynthesis dataset with 1.9M reactions from patents (1976-2016). Predict the reactants needed to synthesize the given product. (1) The reactants are: Cl[S:2]([C:5]1[CH:13]=[CH:12][C:8]([C:9]([OH:11])=O)=[CH:7][CH:6]=1)(=[O:4])=[O:3].S(Cl)(Cl)=O.[Cl:18][C:19]1[CH:24]=[CH:23][C:22]([C:25]2[N:26]=[C:27]([NH2:38])[S:28][C:29]=2[C:30]2[CH:35]=[CH:34][C:33]([CH2:36][CH3:37])=[CH:32][CH:31]=2)=[CH:21][CH:20]=1.C(N(C(C)C)CC)(C)C.[NH2:48][C@H:49]([C:57]([O:59][C:60]([CH3:63])([CH3:62])[CH3:61])=[O:58])[CH2:50][C:51]1[CH:56]=[CH:55][CH:54]=[CH:53][CH:52]=1.Cl. Given the product [C:60]([O:59][C:57](=[O:58])[CH:49]([NH:48][S:2]([C:5]1[CH:6]=[CH:7][C:8]([C:9](=[O:11])[NH:38][C:27]2[S:28][C:29]([C:30]3[CH:35]=[CH:34][C:33]([CH2:36][CH3:37])=[CH:32][CH:31]=3)=[C:25]([C:22]3[CH:21]=[CH:20][C:19]([Cl:18])=[CH:24][CH:23]=3)[N:26]=2)=[CH:12][CH:13]=1)(=[O:3])=[O:4])[CH2:50][C:51]1[CH:56]=[CH:55][CH:54]=[CH:53][CH:52]=1)([CH3:63])([CH3:61])[CH3:62], predict the reactants needed to synthesize it. (2) Given the product [OH:20][C:14]1[CH:15]=[CH:16][C:17]([CH2:18][CH:2]2[C:3](=[O:6])[CH2:4][CH2:5][C:1]2=[O:7])=[CH:12][CH:13]=1, predict the reactants needed to synthesize it. The reactants are: [C:1]1(=[O:7])[CH2:5][CH2:4][C:3](=[O:6])[CH2:2]1.CC(O)=O.[CH:12]1[C:17]([CH2:18]O)=[CH:16][CH:15]=[C:14]([OH:20])[CH:13]=1. (3) Given the product [Br:1][C:2]1[CH:3]=[CH:4][C:5]2[C:9]([CH:10]=1)=[N:8][N:7]([C:11]1[CH:12]=[CH:13][C:14]([F:17])=[CH:15][CH:16]=1)[C:6]=2[C:18]([NH2:19])=[O:20], predict the reactants needed to synthesize it. The reactants are: [Br:1][C:2]1[CH:3]=[CH:4][C:5]2[C:9]([CH:10]=1)=[N:8][N:7]([C:11]1[CH:16]=[CH:15][C:14]([F:17])=[CH:13][CH:12]=1)[C:6]=2[C:18]#[N:19].[OH-:20].[Na+]. (4) Given the product [C:9]([O-:15])(=[O:14])[C:10]([CH3:13])([CH3:12])[CH3:11].[C:9]([O-:15])(=[O:14])[C:10]([CH3:13])([CH3:12])[CH3:11].[Cu+2:7], predict the reactants needed to synthesize it. The reactants are: C([O-])([O-])=O.O.O.[Cu:7].[Cu+2].[C:9]([OH:15])(=[O:14])[C:10]([CH3:13])([CH3:12])[CH3:11]. (5) Given the product [CH3:18][C@@H:19]1[CH2:47][O:46][C@@:22]2([O:26][C@H:25]3[CH2:27][C@H:28]4[C@@H:33]5[CH2:34][CH2:35][C@@H:36]6[CH2:42][C@H:40]([OH:41])[CH2:39][CH2:38][C@:37]6([CH3:43])[C@H:32]5[CH2:31][CH2:30][C@:29]4([CH3:44])[C@H:24]3[C@@H:23]2[CH3:45])[CH2:21][CH2:20]1, predict the reactants needed to synthesize it. The reactants are: C(O[AlH-](OC(C)(C)C)OC(C)(C)C)(C)(C)C.[Li+].[CH3:18][C@H:19]1[CH2:47][O:46][C@@:22]2([O:26][C@H:25]3[CH2:27][C@H:28]4[C@@H:33]5[CH2:34][CH2:35][C@@H:36]6[CH2:42][C:40](=[O:41])[CH2:39][CH2:38][C@:37]6([CH3:43])[C@H:32]5[CH2:31][CH2:30][C@:29]4([CH3:44])[C@H:24]3[C@@H:23]2[CH3:45])[CH2:21][CH2:20]1. (6) Given the product [C:14]([C:16]1[CH:1]=[CH:9][C:7](=[O:8])[N:19]([C:20]2[CH:25]=[CH:24][CH:23]=[CH:22][CH:21]=2)[C:17]=1[S-:18])#[N:15].[Na+:3], predict the reactants needed to synthesize it. The reactants are: [CH3:1][O-].[Na+:3].CCO[C:7]([CH3:9])=[O:8].C(OC)=O.[C:14]([CH2:16][C:17]([NH:19][C:20]1[CH:25]=[CH:24][CH:23]=[CH:22][CH:21]=1)=[S:18])#[N:15].